This data is from Full USPTO retrosynthesis dataset with 1.9M reactions from patents (1976-2016). The task is: Predict the reactants needed to synthesize the given product. (1) The reactants are: [NH2:1][C:2]1[N:7]=[C:6]([N:8]2[CH2:32][CH2:31][C:11]3([CH2:15][N:14]([C:16]([O:18][CH2:19][C:20]4[CH:25]=[CH:24][CH:23]=[CH:22][CH:21]=4)=[O:17])[C@H:13]([C:26]([O:28][CH2:29][CH3:30])=[O:27])[CH2:12]3)[CH2:10][CH2:9]2)[CH:5]=[C:4](Cl)[N:3]=1.[N:34]1([C:40]2[CH:45]=[CH:44][CH:43]=[CH:42][C:41]=2[CH2:46][NH2:47])[CH2:39][CH2:38][CH2:37][CH2:36][CH2:35]1.C(N(C(C)C)CC)(C)C. Given the product [NH2:1][C:2]1[N:7]=[C:6]([N:8]2[CH2:32][CH2:31][C:11]3([CH2:15][N:14]([C:16]([O:18][CH2:19][C:20]4[CH:25]=[CH:24][CH:23]=[CH:22][CH:21]=4)=[O:17])[C@H:13]([C:26]([O:28][CH2:29][CH3:30])=[O:27])[CH2:12]3)[CH2:10][CH2:9]2)[CH:5]=[C:4]([NH:47][CH2:46][C:41]2[CH:42]=[CH:43][CH:44]=[CH:45][C:40]=2[N:34]2[CH2:39][CH2:38][CH2:37][CH2:36][CH2:35]2)[N:3]=1, predict the reactants needed to synthesize it. (2) Given the product [CH2:24]([O:23][C:21]([N:9]1[CH2:10][CH2:11][CH:12]2[CH:7]([CH2:6][C:5]3[CH:1]=[CH:2][S:3][C:4]=32)[CH2:8]1)=[O:22])[CH3:25], predict the reactants needed to synthesize it. The reactants are: [CH:1]1[C:5]2[CH2:6][CH:7]3[CH:12]([C:4]=2[S:3][CH:2]=1)[CH2:11][CH2:10][NH:9][CH2:8]3.C(N(CC)CC)C.Cl[C:21]([O:23][CH2:24][CH3:25])=[O:22]. (3) Given the product [F:37][C:34]1[CH:33]=[CH:32][C:31]([CH2:30][N:29]2[C:13](=[O:14])[C:12]([C:7]3[NH:6][C:5]4[CH:16]=[CH:17][C:2]([I:1])=[CH:3][C:4]=4[S:9](=[O:11])(=[O:10])[N:8]=3)=[C:22]([OH:21])[C:24]3=[CH:28][CH:27]=[CH:26][N:25]23)=[CH:36][CH:35]=1, predict the reactants needed to synthesize it. The reactants are: [I:1][C:2]1[CH:17]=[CH:16][C:5]2[NH:6][C:7]([CH2:12][C:13](O)=[O:14])=[N:8][S:9](=[O:11])(=[O:10])[C:4]=2[CH:3]=1.C([O:21][C:22]([C:24]1[N:25]([NH:29][CH2:30][C:31]2[CH:36]=[CH:35][C:34]([F:37])=[CH:33][CH:32]=2)[CH:26]=[CH:27][CH:28]=1)=O)C=C.[O-]CC.[Na+].C(O)C. (4) Given the product [CH3:16][C:7]1[C:6]([CH:4]=[O:5])=[CH:11][CH:10]=[C:9]([C:12]([F:14])([F:13])[F:15])[N:8]=1, predict the reactants needed to synthesize it. The reactants are: CON(C)[C:4]([C:6]1[C:7]([CH3:16])=[N:8][C:9]([C:12]([F:15])([F:14])[F:13])=[CH:10][CH:11]=1)=[O:5].[H-].[Al+3].[Li+].[H-].[H-].[H-]. (5) Given the product [NH2:13][C:8]1[CH:7]=[CH:6][C:5]([CH3:16])=[C:4]2[C:9]=1[C:10](=[O:12])[CH:11]=[C:2]([CH3:1])[O:3]2, predict the reactants needed to synthesize it. The reactants are: [CH3:1][C:2]1[O:3][C:4]2[C:9]([C:10](=[O:12])[CH:11]=1)=[C:8]([N+:13]([O-])=O)[CH:7]=[CH:6][C:5]=2[CH3:16].O.O.[Sn](Cl)Cl.C(=O)(O)[O-].[Na+].